From a dataset of NCI-60 drug combinations with 297,098 pairs across 59 cell lines. Regression. Given two drug SMILES strings and cell line genomic features, predict the synergy score measuring deviation from expected non-interaction effect. (1) Drug 1: C1CC(=O)NC(=O)C1N2CC3=C(C2=O)C=CC=C3N. Drug 2: CCC1=C2CN3C(=CC4=C(C3=O)COC(=O)C4(CC)O)C2=NC5=C1C=C(C=C5)O. Cell line: OVCAR-4. Synergy scores: CSS=4.72, Synergy_ZIP=-2.07, Synergy_Bliss=0.0807, Synergy_Loewe=-4.51, Synergy_HSA=-0.616. (2) Drug 1: CN(C)N=NC1=C(NC=N1)C(=O)N. Drug 2: C1=CN(C(=O)N=C1N)C2C(C(C(O2)CO)O)O.Cl. Cell line: HT29. Synergy scores: CSS=42.1, Synergy_ZIP=-2.68, Synergy_Bliss=-2.60, Synergy_Loewe=-49.0, Synergy_HSA=-2.07. (3) Drug 1: C1=NC2=C(N=C(N=C2N1C3C(C(C(O3)CO)O)F)Cl)N. Drug 2: CC1=C(C(=O)C2=C(C1=O)N3CC4C(C3(C2COC(=O)N)OC)N4)N. Cell line: COLO 205. Synergy scores: CSS=42.1, Synergy_ZIP=4.69, Synergy_Bliss=3.47, Synergy_Loewe=-6.11, Synergy_HSA=2.86. (4) Cell line: NCI-H522. Drug 2: CN(CCCl)CCCl.Cl. Drug 1: CC1C(C(CC(O1)OC2CC(OC(C2O)C)OC3=CC4=CC5=C(C(=O)C(C(C5)C(C(=O)C(C(C)O)O)OC)OC6CC(C(C(O6)C)O)OC7CC(C(C(O7)C)O)OC8CC(C(C(O8)C)O)(C)O)C(=C4C(=C3C)O)O)O)O. Synergy scores: CSS=33.2, Synergy_ZIP=4.59, Synergy_Bliss=5.81, Synergy_Loewe=-17.8, Synergy_HSA=-2.36. (5) Drug 1: CCC1(CC2CC(C3=C(CCN(C2)C1)C4=CC=CC=C4N3)(C5=C(C=C6C(=C5)C78CCN9C7C(C=CC9)(C(C(C8N6C)(C(=O)OC)O)OC(=O)C)CC)OC)C(=O)OC)O.OS(=O)(=O)O. Drug 2: CC1=C(C=C(C=C1)C(=O)NC2=CC(=CC(=C2)C(F)(F)F)N3C=C(N=C3)C)NC4=NC=CC(=N4)C5=CN=CC=C5. Cell line: MOLT-4. Synergy scores: CSS=-5.11, Synergy_ZIP=2.44, Synergy_Bliss=0.949, Synergy_Loewe=-0.776, Synergy_HSA=-2.29. (6) Drug 1: C1=CC(=C2C(=C1NCCNCCO)C(=O)C3=C(C=CC(=C3C2=O)O)O)NCCNCCO. Drug 2: C1CN(CCN1C(=O)CCBr)C(=O)CCBr. Cell line: COLO 205. Synergy scores: CSS=59.7, Synergy_ZIP=2.65, Synergy_Bliss=0.657, Synergy_Loewe=-2.06, Synergy_HSA=3.31. (7) Drug 1: CC12CCC(CC1=CCC3C2CCC4(C3CC=C4C5=CN=CC=C5)C)O. Drug 2: CNC(=O)C1=CC=CC=C1SC2=CC3=C(C=C2)C(=NN3)C=CC4=CC=CC=N4. Cell line: K-562. Synergy scores: CSS=48.4, Synergy_ZIP=7.90, Synergy_Bliss=9.56, Synergy_Loewe=-4.01, Synergy_HSA=9.96.